Dataset: Reaction yield outcomes from USPTO patents with 853,638 reactions. Task: Predict the reaction yield, written as a fraction of the theoretical maximum amount of product (1.0 means a 100% yield; for example, 0.34 means a 34% yield). (1) The reactants are [OH:1][C@@H:2]([CH2:6][C:7]1[CH:12]=[CH:11][C:10]([OH:13])=[CH:9][CH:8]=1)[C:3]([OH:5])=[O:4].C(=O)([O-])[O-].[K+].[K+].[CH2:20](Cl)[C:21]1[CH:26]=[CH:25][CH:24]=[CH:23][CH:22]=1. The catalyst is CCO. The product is [CH2:20]([O:13][C:10]1[CH:9]=[CH:8][C:7]([CH2:6][C@H:2]([OH:1])[C:3]([OH:5])=[O:4])=[CH:12][CH:11]=1)[C:21]1[CH:26]=[CH:25][CH:24]=[CH:23][CH:22]=1. The yield is 0.760. (2) The reactants are [N+:1]([C:4]1[CH:8]=[CH:7][NH:6][CH:5]=1)([O-:3])=[O:2].C(N(C(C)C)CC)(C)C.ClC(Cl)C.[C:22]1([S:28](Cl)(=[O:30])=[O:29])[CH:27]=[CH:26][CH:25]=[CH:24][CH:23]=1. No catalyst specified. The product is [N+:1]([C:4]1[CH:8]=[CH:7][N:6]([S:28]([C:22]2[CH:27]=[CH:26][CH:25]=[CH:24][CH:23]=2)(=[O:30])=[O:29])[CH:5]=1)([O-:3])=[O:2]. The yield is 0.280. (3) The reactants are [CH3:1][CH:2]1[CH2:7][C:6](=[O:8])[CH:5]=[C:4]([C:9]2[CH:14]=[CH:13][N:12]=[CH:11][C:10]=2[N+:15]([O-:17])=[O:16])[CH2:3]1.[BH4-].[Na+]. The catalyst is CCO. The product is [CH3:1][C@@H:2]1[CH2:7][C@H:6]([OH:8])[CH:5]=[C:4]([C:9]2[CH:14]=[CH:13][N:12]=[CH:11][C:10]=2[N+:15]([O-:17])=[O:16])[CH2:3]1. The yield is 0.940. (4) The reactants are [F:1][C:2]([F:27])([F:26])[C:3]1[CH:4]=[C:5]([C:9]2[CH:14]=[CH:13][C:12]([C@@H:15]3[CH2:17][C@H:16]3[NH:18]C(=O)OC(C)(C)C)=[CH:11][CH:10]=2)[CH:6]=[CH:7][CH:8]=1.Cl.C([O-])([O-])=O.[Na+].[Na+]. The catalyst is C(OCC)C.O. The product is [F:1][C:2]([F:26])([F:27])[C:3]1[CH:4]=[C:5]([C:9]2[CH:14]=[CH:13][C:12]([C@@H:15]3[CH2:17][C@H:16]3[NH2:18])=[CH:11][CH:10]=2)[CH:6]=[CH:7][CH:8]=1. The yield is 0.981. (5) The reactants are [CH2:1]([O:3][C:4]1[CH:13]=[C:12]2[C:7]([CH:8]=[CH:9][CH:10]=[C:11]2[NH2:14])=[CH:6][CH:5]=1)[CH3:2].[Li].CO.N. The catalyst is O1CCCC1.O. The product is [CH2:1]([O:3][C:4]1[CH2:13][C:12]2[C:11]([NH2:14])=[CH:10][CH:9]=[CH:8][C:7]=2[CH2:6][CH:5]=1)[CH3:2]. The yield is 0.760. (6) The yield is 0.480. The catalyst is [I-].C([N+](CCCC)(CCCC)CCCC)CCC.CS(C)=O.Cl. The product is [OH:14][CH2:13][C:12]([CH3:15])([CH3:16])[CH2:11][CH2:10][CH2:9][CH2:8][C:7](=[O:17])[CH2:6][CH2:5][CH2:4][CH2:3][CH2:19][C:27]([CH3:36])([CH3:26])[CH2:28][OH:29]. The reactants are OC[C:3]([CH3:19])(C)[CH2:4][CH2:5][CH2:6][C:7](=[O:17])[CH2:8][CH2:9][CH2:10][CH2:11][C:12]([CH3:16])([CH3:15])[CH2:13][OH:14].[N+](C(S(C1C=CC(C)=CC=1)(=O)=O)CCC[CH2:26][C:27](C)([CH3:36])[CH2:28][O:29]C1CCCCO1)#[C-].[H-].[Na+].CO. (7) The yield is 0.305. The catalyst is CN(C=O)C. The reactants are [C:1](=[NH:21])([O:3][CH2:4][CH2:5][C:6]1[CH:11]=[CH:10][C:9]([O:12][C:13]2[CH:18]=[CH:17][C:16]([Cl:19])=[C:15]([CH3:20])[CH:14]=2)=[CH:8][CH:7]=1)[NH2:2].[CH2:22](/[C:24](=[CH:30]/O)/[C:25](OCC)=[O:26])[CH3:23].C([O-])([O-])=O.[K+].[K+]. The product is [Cl:19][C:16]1[CH:17]=[CH:18][C:13]([O:12][C:9]2[CH:8]=[CH:7][C:6]([CH2:5][CH2:4][O:3][C:1]3[NH:2][CH:30]=[C:24]([CH2:22][CH3:23])[C:25](=[O:26])[N:21]=3)=[CH:11][CH:10]=2)=[CH:14][C:15]=1[CH3:20]. (8) The reactants are [C:1](OCC)(OCC)(OCC)[CH3:2].[C:12]([NH:20][C:21]1[CH:22]=[CH:23][C:24]([Cl:39])=[C:25]([NH:27][C:28](=[O:38])[C:29]2[CH:34]=[CH:33][C:32]([O:35][CH3:36])=[CH:31][C:30]=2[NH2:37])[CH:26]=1)(=[O:19])[C:13]1[CH:18]=[CH:17][CH:16]=[CH:15][CH:14]=1. No catalyst specified. The product is [C:12]([NH:20][C:21]1[CH:22]=[CH:23][C:24]([Cl:39])=[C:25]([N:27]2[C:28](=[O:38])[C:29]3[C:30](=[CH:31][C:32]([O:35][CH3:36])=[CH:33][CH:34]=3)[N:37]=[C:1]2[CH3:2])[CH:26]=1)(=[O:19])[C:13]1[CH:14]=[CH:15][CH:16]=[CH:17][CH:18]=1. The yield is 0.270.